This data is from TCR-epitope binding with 47,182 pairs between 192 epitopes and 23,139 TCRs. The task is: Binary Classification. Given a T-cell receptor sequence (or CDR3 region) and an epitope sequence, predict whether binding occurs between them. (1) The epitope is KPLEFGATSAAL. The TCR CDR3 sequence is CSVEGGAGGTDTQYF. Result: 0 (the TCR does not bind to the epitope). (2) The epitope is AYAQKIFKI. The TCR CDR3 sequence is CASSGGLNQPQHF. Result: 0 (the TCR does not bind to the epitope). (3) The epitope is TEILPVSMTK. The TCR CDR3 sequence is CASSEGQGGNQPQHF. Result: 0 (the TCR does not bind to the epitope). (4) The epitope is KLWAQCVQL. The TCR CDR3 sequence is CASSSGTVGGETQYF. Result: 1 (the TCR binds to the epitope). (5) The epitope is DPFRLLQNSQVFS. The TCR CDR3 sequence is CAPPGDGYTF. Result: 1 (the TCR binds to the epitope). (6) The epitope is KLVALGINAV. The TCR CDR3 sequence is CASSPLGDTQYF. Result: 0 (the TCR does not bind to the epitope). (7) The epitope is VVYRGTTTY. The TCR CDR3 sequence is CAPGSPNTGELFF. Result: 0 (the TCR does not bind to the epitope). (8) The epitope is TPINLVRDL. The TCR CDR3 sequence is CSVEKSGESAGYEQYF. Result: 1 (the TCR binds to the epitope). (9) Result: 1 (the TCR binds to the epitope). The epitope is YEGNSPFHPL. The TCR CDR3 sequence is CASSLVGLAGEWGNIQYF.